From a dataset of Full USPTO retrosynthesis dataset with 1.9M reactions from patents (1976-2016). Predict the reactants needed to synthesize the given product. (1) Given the product [CH2:1]([C:5]1[CH:10]=[CH:9][C:8]([C:15]2[C:28]3[C:19](=[C:20]4[C:25](=[CH:26][CH:27]=3)[C:24]([C:29]3[CH:30]=[CH:31][CH:32]=[CH:33][CH:34]=3)=[CH:23][CH:22]=[N:21]4)[N:18]=[CH:17][CH:16]=2)=[CH:7][CH:6]=1)[CH2:2][CH:3]=[CH2:4], predict the reactants needed to synthesize it. The reactants are: [CH2:1]([C:5]1[CH:10]=[CH:9][C:8](B(O)O)=[CH:7][CH:6]=1)[CH2:2][CH:3]=[CH2:4].Br[C:15]1[C:28]2[C:19](=[C:20]3[C:25](=[CH:26][CH:27]=2)[C:24]([C:29]2[CH:34]=[CH:33][CH:32]=[CH:31][CH:30]=2)=[CH:23][CH:22]=[N:21]3)[N:18]=[CH:17][CH:16]=1.C([O-])([O-])=O.[Na+].[Na+].CO. (2) Given the product [OH:1][CH2:2][C:3]1[N:7]=[CH:6][N:5]([C:8]2[N:9]=[CH:10][C:11]([O:22][CH3:23])=[C:12]3[C:16]([C:17](=[O:21])[C:18]([N:37]4[CH2:38][CH2:39][C:31]5[C:30]([C:25]6[CH:26]=[CH:27][CH:28]=[CH:29][N:24]=6)=[N:35][CH:34]=[N:33][C:32]=5[CH2:36]4)=[O:20])=[CH:15][NH:14][C:13]=23)[N:4]=1, predict the reactants needed to synthesize it. The reactants are: [OH:1][CH2:2][C:3]1[N:7]=[CH:6][N:5]([C:8]2[N:9]=[CH:10][C:11]([O:22][CH3:23])=[C:12]3[C:16]([C:17](=[O:21])[C:18]([OH:20])=O)=[CH:15][NH:14][C:13]=23)[N:4]=1.[N:24]1[CH:29]=[CH:28][CH:27]=[CH:26][C:25]=1[C:30]1[C:31]2[CH2:39][CH2:38][NH:37][CH2:36][C:32]=2[N:33]=[CH:34][N:35]=1.F[B-](F)(F)F.N1(OC(N(C)C)=[N+](C)C)C2C=CC=CC=2N=N1.C(N(CC)C(C)C)(C)C. (3) Given the product [F:14][C:2]1([F:15])[O:13][C:7]2[CH:8]=[C:9]([F:12])[CH:10]=[CH:11][C:6]=2[NH:5][C:3]1=[O:4], predict the reactants needed to synthesize it. The reactants are: Br[C:2]([F:15])([F:14])[C:3]([NH:5][C:6]1[CH:11]=[CH:10][C:9]([F:12])=[CH:8][C:7]=1[OH:13])=[O:4].N12CCCN=C1CCCCC2.